From a dataset of Reaction yield outcomes from USPTO patents with 853,638 reactions. Predict the reaction yield, written as a fraction of the theoretical maximum amount of product (1.0 means a 100% yield; for example, 0.34 means a 34% yield). (1) The reactants are [O:1]=[C:2]1[C@H:6]([O:7][C:8](=[O:15])[C:9]2[CH:14]=[CH:13][CH:12]=[CH:11][CH:10]=2)[C@@H:5]([O:16][C:17](=[O:24])[C:18]2[CH:23]=[CH:22][CH:21]=[CH:20][CH:19]=2)[C:4](=O)[O:3]1.C(#N)C.[NH2:29][OH:30].O. The catalyst is C1(C)C=CC=CC=1. The product is [OH:30][N:29]1[C:2](=[O:1])[C@H:6]([O:7][C:8](=[O:15])[C:9]2[CH:14]=[CH:13][CH:12]=[CH:11][CH:10]=2)[C@@H:5]([O:16][C:17](=[O:24])[C:18]2[CH:23]=[CH:22][CH:21]=[CH:20][CH:19]=2)[C:4]1=[O:3]. The yield is 0.870. (2) The catalyst is C(#N)C. The reactants are Br[CH:2]([C:6]1[CH:11]=[CH:10][C:9]([Cl:12])=[CH:8][CH:7]=1)[C:3]([OH:5])=[O:4].[NH2:13][C:14]1[CH:19]=[CH:18][CH:17]=[CH:16][CH:15]=1. The yield is 1.00. The product is [Cl:12][C:9]1[CH:10]=[CH:11][C:6]([CH:2]([NH:13][C:14]2[CH:19]=[CH:18][CH:17]=[CH:16][CH:15]=2)[C:3]([OH:5])=[O:4])=[CH:7][CH:8]=1. (3) The product is [CH3:1][O:2][C:3]1[CH:4]=[C:5]2[C:10](=[CH:11][C:12]=1[O:13][CH3:14])[N:9]=[CH:8][CH:7]=[C:6]2[O:15][C:16]1[CH:22]=[CH:21][C:19]([NH:20][C:29](=[O:35])[O:28][CH2:26][CH2:44][CH2:43][N:37]2[CH2:42][CH2:41][CH2:40][CH2:39][CH2:38]2)=[C:18]([CH3:23])[C:17]=1[CH3:24]. The reactants are [CH3:1][O:2][C:3]1[CH:4]=[C:5]2[C:10](=[CH:11][C:12]=1[O:13][CH3:14])[N:9]=[CH:8][CH:7]=[C:6]2[O:15][C:16]1[CH:22]=[CH:21][C:19]([NH2:20])=[C:18]([CH3:23])[C:17]=1[CH3:24].Cl[C:26](Cl)([O:28][C:29](=[O:35])OC(Cl)(Cl)Cl)Cl.[N:37]1([CH2:43][CH2:44]CO)[CH2:42][CH2:41][CH2:40][CH2:39][CH2:38]1.C(=O)(O)[O-].[Na+]. The yield is 0.730. The catalyst is C(Cl)Cl.C(N(CC)CC)C.C1(C)C=CC=CC=1. (4) The reactants are [I:1][C:2]1[CH:12]=[CH:11][C:10]2[CH:9]3[CH2:13][CH:5]([CH2:6][N:7]([C:14](=[O:19])C(F)(F)F)[CH2:8]3)[C:4]=2[CH:3]=1.[NH4+].[OH-].[C:22]([O:26]C(OC([O:26][C:22]([CH3:25])([CH3:24])[CH3:23])=O)=O)([CH3:25])([CH3:24])[CH3:23].O. The catalyst is CO. The product is [C:22]([O:26][C:14]([N:7]1[CH2:6][CH:5]2[CH2:13][CH:9]([C:10]3[CH:11]=[CH:12][C:2]([I:1])=[CH:3][C:4]=32)[CH2:8]1)=[O:19])([CH3:25])([CH3:24])[CH3:23]. The yield is 0.980. (5) The reactants are [NH2:1][CH2:2][C@@H:3]1[CH2:7][CH2:6][N:5]([C:8]([O:10][C:11]([CH3:14])([CH3:13])[CH3:12])=[O:9])[CH2:4]1.C(N(CC)CC)C.Cl[C:23]([O:25][CH2:26][C:27]1[CH:32]=[CH:31][CH:30]=[CH:29][CH:28]=1)=[O:24]. The yield is 0.600. The catalyst is C(Cl)Cl. The product is [CH2:26]([O:25][C:23](=[O:24])[NH:1][CH2:2][C@@H:3]1[CH2:7][CH2:6][N:5]([C:8]([O:10][C:11]([CH3:14])([CH3:13])[CH3:12])=[O:9])[CH2:4]1)[C:27]1[CH:32]=[CH:31][CH:30]=[CH:29][CH:28]=1.